Dataset: Full USPTO retrosynthesis dataset with 1.9M reactions from patents (1976-2016). Task: Predict the reactants needed to synthesize the given product. (1) Given the product [I:18][C:33]1[CH:32]=[C:24]([CH:23]=[CH:22][C:21]=1[O:20][CH3:19])[CH2:25][C:26]1[CH:27]=[N:28][CH:29]=[CH:30][CH:31]=1, predict the reactants needed to synthesize it. The reactants are: [B-](F)(F)(F)F.C1C=CN=CC=1.C1C=CN=CC=1.[IH2+:18].[CH3:19][O:20][C:21]1[CH:33]=[CH:32][C:24]([CH2:25][C:26]2[CH:27]=[N:28][CH:29]=[CH:30][CH:31]=2)=[CH:23][CH:22]=1.C(O)(C(F)(F)F)=O. (2) Given the product [C:1]([N:5]1[CH:9]=[C:8]([NH:10][C:11]2[N:16]=[CH:15][N:14]=[C:13]([C:17]3[CH:18]=[CH:19][C:20]([O:25][C@H:26]4[CH2:31][CH2:30][N:29]([C:34](=[O:33])[CH2:35][OH:36])[CH2:28][C@H:27]4[F:32])=[C:21]([CH:24]=3)[C:22]#[N:23])[N:12]=2)[CH:7]=[N:6]1)([CH3:4])([CH3:2])[CH3:3], predict the reactants needed to synthesize it. The reactants are: [C:1]([N:5]1[CH:9]=[C:8]([NH:10][C:11]2[N:16]=[CH:15][N:14]=[C:13]([C:17]3[CH:18]=[CH:19][C:20]([O:25][C@H:26]4[CH2:31][CH2:30][NH:29][CH2:28][C@H:27]4[F:32])=[C:21]([CH:24]=3)[C:22]#[N:23])[N:12]=2)[CH:7]=[N:6]1)([CH3:4])([CH3:3])[CH3:2].[OH:33][CH2:34][C:35](O)=[O:36]. (3) Given the product [Cl:20][C:6]1[CH:5]=[N:4][CH:3]=[C:2]([Cl:1])[C:7]=1[S:8][C:9]1[S:13][C:12]([C:14]([NH:25][CH2:24][CH2:23][N:22]([CH3:26])[CH3:21])=[O:16])=[CH:11][C:10]=1[N+:17]([O-:19])=[O:18], predict the reactants needed to synthesize it. The reactants are: [Cl:1][C:2]1[CH:3]=[N:4][CH:5]=[C:6]([Cl:20])[C:7]=1[S:8][C:9]1[S:13][C:12]([C:14]([OH:16])=O)=[CH:11][C:10]=1[N+:17]([O-:19])=[O:18].[CH3:21][N:22]([CH3:26])[CH2:23][CH2:24][NH2:25].